Dataset: Forward reaction prediction with 1.9M reactions from USPTO patents (1976-2016). Task: Predict the product of the given reaction. (1) Given the reactants [O:1]1[CH:5]=[CH:4][C:3]2[CH:6]=[C:7]([C:10]([NH:12][CH:13]([C:20]([C:22]3[CH:26]=[C:25]([Cl:27])[S:24][CH:23]=3)=[O:21])[CH2:14][C:15]([O:17][CH2:18][CH3:19])=[O:16])=O)[CH:8]=[CH:9][C:2]1=2.P(Cl)(Cl)(Cl)=O.O, predict the reaction product. The product is: [O:1]1[CH:5]=[CH:4][C:3]2[CH:6]=[C:7]([C:10]3[O:21][C:20]([C:22]4[CH:26]=[C:25]([Cl:27])[S:24][CH:23]=4)=[C:13]([CH2:14][C:15]([O:17][CH2:18][CH3:19])=[O:16])[N:12]=3)[CH:8]=[CH:9][C:2]1=2. (2) Given the reactants [C:1]1([C:7](=O)[CH2:8][C:9]2[CH:14]=[CH:13][CH:12]=[CH:11][CH:10]=2)[CH:6]=[CH:5][CH:4]=[CH:3][CH:2]=1.[CH2:16]([O:18][C:19]1[CH:20]=[C:21]([CH:24]=[C:25]([N+:28]([O-:30])=[O:29])[C:26]=1[OH:27])[CH:22]=O)[CH3:17].[CH3:31][NH:32][C:33]([NH:35][CH3:36])=[O:34], predict the reaction product. The product is: [CH2:16]([O:18][C:19]1[CH:20]=[C:21]([CH:22]2[C:8]([C:9]3[CH:14]=[CH:13][CH:12]=[CH:11][CH:10]=3)=[C:7]([C:1]3[CH:6]=[CH:5][CH:4]=[CH:3][CH:2]=3)[N:35]([CH3:36])[C:33](=[O:34])[N:32]2[CH3:31])[CH:24]=[C:25]([N+:28]([O-:30])=[O:29])[C:26]=1[OH:27])[CH3:17]. (3) Given the reactants [N:1]12[CH2:7][C:4]([C:8]([C:16]3[CH:21]=[CH:20][CH:19]=[CH:18][CH:17]=3)([C:10]3[CH:15]=[CH:14][CH:13]=[CH:12][CH:11]=3)[OH:9])([CH2:5][CH2:6]1)[CH2:3][CH2:2]2.[C:22]1([CH2:28][O:29][CH2:30][CH2:31][CH2:32][Br:33])[CH:27]=[CH:26][CH:25]=[CH:24][CH:23]=1, predict the reaction product. The product is: [Br-:33].[OH:9][C:8]([C:16]1[CH:21]=[CH:20][CH:19]=[CH:18][CH:17]=1)([C:10]1[CH:15]=[CH:14][CH:13]=[CH:12][CH:11]=1)[C:4]12[CH2:7][N+:1]([CH2:32][CH2:31][CH2:30][O:29][CH2:28][C:22]3[CH:27]=[CH:26][CH:25]=[CH:24][CH:23]=3)([CH2:6][CH2:5]1)[CH2:2][CH2:3]2. (4) Given the reactants [CH2:1]([N:8]1[CH2:17][CH:16]([CH2:18][O:19][Si:20]([C:23]([CH3:26])([CH3:25])[CH3:24])([CH3:22])[CH3:21])[CH2:15][C:14]2[N:13]=[CH:12][C:11]([N:27]=C(C3C=CC=CC=3)C3C=CC=CC=3)=[CH:10][C:9]1=2)[C:2]1[CH:7]=[CH:6][CH:5]=[CH:4][CH:3]=1.C([O-])=O.[NH4+], predict the reaction product. The product is: [CH2:1]([N:8]1[CH2:17][CH:16]([CH2:18][O:19][Si:20]([C:23]([CH3:25])([CH3:24])[CH3:26])([CH3:22])[CH3:21])[CH2:15][C:14]2[N:13]=[CH:12][C:11]([NH2:27])=[CH:10][C:9]1=2)[C:2]1[CH:7]=[CH:6][CH:5]=[CH:4][CH:3]=1. (5) The product is: [CH:29]([O:28][C:26](=[O:27])[NH:25][C:22]1[CH:21]=[CH:20][C:19]([C:9]2[NH:8][C:16]3[C:11]([CH:10]=2)=[CH:12][CH:13]=[C:14]([O:17][CH3:18])[CH:15]=3)=[CH:24][CH:23]=1)([CH3:31])[CH3:30]. Given the reactants C(OC([N:8]1[C:16]2[C:11](=[CH:12][CH:13]=[C:14]([O:17][CH3:18])[CH:15]=2)[CH:10]=[C:9]1[C:19]1[CH:24]=[CH:23][C:22]([NH:25][C:26]([O:28][CH:29]([CH3:31])[CH3:30])=[O:27])=[CH:21][CH:20]=1)=O)(C)(C)C.C(O)(C(F)(F)F)=O, predict the reaction product. (6) Given the reactants Br[CH2:2][CH:3]1[O:8][C:7]2[CH:9]=[C:10]([S:14]([CH3:17])(=[O:16])=[O:15])[CH:11]=[C:12]([F:13])[C:6]=2[CH2:5][O:4]1.[CH3:18][O:19][CH2:20][CH2:21][NH2:22], predict the reaction product. The product is: [F:13][C:12]1[C:6]2[CH2:5][O:4][CH:3]([CH2:2][NH:22][CH2:21][CH2:20][O:19][CH3:18])[O:8][C:7]=2[CH:9]=[C:10]([S:14]([CH3:17])(=[O:16])=[O:15])[CH:11]=1.